From a dataset of Full USPTO retrosynthesis dataset with 1.9M reactions from patents (1976-2016). Predict the reactants needed to synthesize the given product. (1) The reactants are: [F:1][C:2]([F:27])([F:26])[C:3]1[CH:8]=[CH:7][CH:6]=[CH:5][C:4]=1[NH:9][C:10](=[O:25])[CH2:11][C:12]([NH:14][C:15]1[CH:20]=[CH:19][CH:18]=[CH:17][C:16]=1[C:21]([F:24])([F:23])[F:22])=[O:13].F[C:29](F)(F)[C:30]1[CH:36]=[CH:35][CH:34]=[CH:33][C:31]=1N.[C:39](Cl)(=O)[CH2:40][C:41](Cl)=O. Given the product [F:1][C:2]([F:26])([F:27])[C:3]1[CH:8]=[CH:7][CH:6]=[CH:5][C:4]=1[NH:9][C:10](=[O:25])[C:11](=[CH:29][C:30]1[CH:36]=[CH:35][C:34]([CH:40]([CH3:41])[CH3:39])=[CH:33][CH:31]=1)[C:12]([NH:14][C:15]1[CH:20]=[CH:19][CH:18]=[CH:17][C:16]=1[C:21]([F:23])([F:24])[F:22])=[O:13], predict the reactants needed to synthesize it. (2) Given the product [CH2:2]([O:4][NH:5][C:9]([C:11]1[C:16]([NH:17][C:18]2[CH:23]=[CH:22][C:21]([S:24][CH3:25])=[CH:20][C:19]=2[F:26])=[C:15]([CH3:27])[N:14]2[N:28]=[CH:29][CH:30]=[C:13]2[N:12]=1)=[O:8])[CH3:3], predict the reactants needed to synthesize it. The reactants are: Cl.[CH2:2]([O:4][NH2:5])[CH3:3].C([O:8][C:9]([C:11]1[C:16]([NH:17][C:18]2[CH:23]=[CH:22][C:21]([S:24][CH3:25])=[CH:20][C:19]=2[F:26])=[C:15]([CH3:27])[N:14]2[N:28]=[CH:29][CH:30]=[C:13]2[N:12]=1)=O)C.C[Si]([N-][Si](C)(C)C)(C)C.[Li+].